From a dataset of Reaction yield outcomes from USPTO patents with 853,638 reactions. Predict the reaction yield, written as a fraction of the theoretical maximum amount of product (1.0 means a 100% yield; for example, 0.34 means a 34% yield). (1) The yield is 0.515. The reactants are [CH3:1][O:2][C:3]1[N:8]=[C:7]([O:9][CH3:10])[C:6]([C:11]2[CH:20]=[C:19]3[C:14]([C:15](Cl)=[C:16]([C:21]([NH2:23])=[O:22])[CH:17]=[N:18]3)=[CH:13][CH:12]=2)=[CH:5][N:4]=1.[NH2:25][C:26]1[CH:27]=[C:28]([C:38]([O:40][CH3:41])=[O:39])[CH:29]=[C:30]([C:32]2[CH:37]=[CH:36][CH:35]=[CH:34][CH:33]=2)[CH:31]=1. The catalyst is C(O)(=O)C. The product is [NH2:23][C:21]([C:16]1[CH:17]=[N:18][C:19]2[C:14]([C:15]=1[NH:25][C:26]1[CH:27]=[C:28]([C:38]([O:40][CH3:41])=[O:39])[CH:29]=[C:30]([C:32]3[CH:37]=[CH:36][CH:35]=[CH:34][CH:33]=3)[CH:31]=1)=[CH:13][CH:12]=[C:11]([C:6]1[C:7]([O:9][CH3:10])=[N:8][C:3]([O:2][CH3:1])=[N:4][CH:5]=1)[CH:20]=2)=[O:22]. (2) The reactants are [C:1]([C:3]1[CH:8]=[CH:7][C:6]([CH:9]([CH3:13])[C:10]([OH:12])=O)=[CH:5][CH:4]=1)#[N:2].CN(C)CCCN=C=NCC.ON1C2C=CC=CC=2N=N1.[C:35]1([CH3:53])[CH:40]=[CH:39][CH:38]=[C:37]([C:41]2[C:46]([CH2:47][NH2:48])=[CH:45][CH:44]=[C:43]([C:49]([F:52])([F:51])[F:50])[N:42]=2)[CH:36]=1.C(N(CC)CC)C. The catalyst is C(#N)C.C(OC(=O)C)C. The product is [C:1]([C:3]1[CH:4]=[CH:5][C:6]([CH:9]([CH3:13])[C:10]([NH:48][CH2:47][C:46]2[C:41]([C:37]3[CH:36]=[C:35]([CH3:53])[CH:40]=[CH:39][CH:38]=3)=[N:42][C:43]([C:49]([F:52])([F:50])[F:51])=[CH:44][CH:45]=2)=[O:12])=[CH:7][CH:8]=1)#[N:2]. The yield is 0.870. (3) The reactants are [CH2:1]([NH:5][CH3:6])[CH2:2][CH2:3][CH3:4].[CH:7]([N:10]=[C:11]=[N:12][CH:13]([CH3:15])[CH3:14])([CH3:9])[CH3:8]. No catalyst specified. The product is [CH2:1]([N:5]([CH3:6])[C:11]([NH:12][CH:13]([CH3:15])[CH3:14])=[N:10][CH:7]([CH3:9])[CH3:8])[CH2:2][CH2:3][CH3:4]. The yield is 1.00. (4) The yield is 0.260. The product is [F:1][C:2]([F:7])([F:6])[C:3]([OH:5])=[O:4].[OH:8][C:9]1[CH:17]=[CH:16][C:15]([C:18](=[NH:24])[N:19]2[CH2:20][CH2:21][CH2:22][CH2:23]2)=[CH:14][C:10]=1[C:11]([O:13][CH3:27])=[O:12]. The reactants are [F:1][C:2]([F:7])([F:6])[C:3]([OH:5])=[O:4].[OH:8][C:9]1[CH:17]=[CH:16][C:15]([C:18](=[NH:24])[N:19]2[CH2:23][CH2:22][CH2:21][CH2:20]2)=[CH:14][C:10]=1[C:11]([OH:13])=[O:12].[N+](=[CH2:27])=[N-].C(OCC)C. The catalyst is CO. (5) The reactants are [Br:1][C:2]1[CH:3]=[C:4]([C:7]([NH:9][CH2:10]/[CH:11]=[CH:12]/[C:13]([O:15][CH2:16][CH3:17])=[O:14])=[O:8])[NH:5][CH:6]=1.C1CCN2C(=NCCC2)CC1. The catalyst is C(#N)C. The product is [Br:1][C:2]1[CH:3]=[C:4]2[C:7](=[O:8])[NH:9][CH2:10][CH:11]([CH2:12][C:13]([O:15][CH2:16][CH3:17])=[O:14])[N:5]2[CH:6]=1. The yield is 0.528. (6) The reactants are Cl[C:2]1[S:6][N:5]=[C:4]([C:7]2[S:8][CH:9]=[CH:10][CH:11]=2)[N:3]=1.[N:12]1([C:18]([O:20][C:21]([CH3:24])([CH3:23])[CH3:22])=[O:19])[CH2:17][CH2:16][NH:15][CH2:14][CH2:13]1.C(N(CC)CC)C.O. The catalyst is CN(C)C=O. The product is [S:8]1[CH:9]=[CH:10][CH:11]=[C:7]1[C:4]1[N:3]=[C:2]([N:15]2[CH2:14][CH2:13][N:12]([C:18]([O:20][C:21]([CH3:24])([CH3:23])[CH3:22])=[O:19])[CH2:17][CH2:16]2)[S:6][N:5]=1. The yield is 0.519. (7) The reactants are [F:1][C:2]1[C:3]([CH2:22][N:23](C)[C:24](=O)OC(C)(C)C)=[CH:4][N:5]([S:14]([C:17]2[CH:21]=[CH:20][O:19][CH:18]=2)(=[O:16])=[O:15])[C:6]=1[C:7]1[C:8]([F:13])=[N:9][CH:10]=[CH:11][CH:12]=1.C(OCC)(=O)C.[ClH:38]. The catalyst is C(OCC)(=O)C.CC(O)C. The product is [ClH:38].[F:1][C:2]1[C:3]([CH2:22][NH:23][CH3:24])=[CH:4][N:5]([S:14]([C:17]2[CH:21]=[CH:20][O:19][CH:18]=2)(=[O:16])=[O:15])[C:6]=1[C:7]1[C:8]([F:13])=[N:9][CH:10]=[CH:11][CH:12]=1. The yield is 0.760. (8) The reactants are [N:1]1([C:7]2[CH:17]=[CH:16][C:10]([C:11]([O:13][CH2:14][CH3:15])=[O:12])=[CH:9][CH:8]=2)[CH2:5][CH2:4][CH2:3][C:2]1=[O:6]. The catalyst is [C].[Rh].C(O)C. The product is [N:1]1([CH:7]2[CH2:8][CH2:9][CH:10]([C:11]([O:13][CH2:14][CH3:15])=[O:12])[CH2:16][CH2:17]2)[CH2:5][CH2:4][CH2:3][C:2]1=[O:6]. The yield is 1.00.